Dataset: Peptide-MHC class I binding affinity with 185,985 pairs from IEDB/IMGT. Task: Regression. Given a peptide amino acid sequence and an MHC pseudo amino acid sequence, predict their binding affinity value. This is MHC class I binding data. (1) The peptide sequence is HTQGYFPDWQ. The MHC is HLA-B08:01 with pseudo-sequence HLA-B08:01. The binding affinity (normalized) is 0. (2) The peptide sequence is AENLWVTVN. The MHC is Mamu-A11 with pseudo-sequence Mamu-A11. The binding affinity (normalized) is 0.226.